This data is from Forward reaction prediction with 1.9M reactions from USPTO patents (1976-2016). The task is: Predict the product of the given reaction. (1) Given the reactants [F:1][C:2]1[CH:25]=[CH:24][CH:23]=[C:22]([F:26])[C:3]=1[CH2:4][O:5][C:6]1[N:11]2[N:12]=[C:13]([CH3:20])[C:14]([C:15]([O:17]CC)=[O:16])=[C:10]2[CH:9]=[C:8]([CH3:21])[CH:7]=1.[OH-].[Na+], predict the reaction product. The product is: [F:1][C:2]1[CH:25]=[CH:24][CH:23]=[C:22]([F:26])[C:3]=1[CH2:4][O:5][C:6]1[N:11]2[N:12]=[C:13]([CH3:20])[C:14]([C:15]([OH:17])=[O:16])=[C:10]2[CH:9]=[C:8]([CH3:21])[CH:7]=1. (2) Given the reactants [C:1]([C:5]1[N:10]=[CH:9][C:8]([C:11]2[N:12]([C:32]([N:34]3[CH2:39][CH2:38][CH:37]([CH2:40][C:41]([OH:43])=O)[CH2:36][CH2:35]3)=[O:33])[C@@:13]([C:25]3[CH:30]=[CH:29][C:28]([Cl:31])=[CH:27][CH:26]=3)([CH3:24])[C@@:14]([C:17]3[CH:22]=[CH:21][C:20]([Cl:23])=[CH:19][CH:18]=3)([CH3:16])[N:15]=2)=[C:7]([O:44][CH2:45][CH3:46])[CH:6]=1)([CH3:4])([CH3:3])[CH3:2].[NH:47]1[CH2:52][CH2:51][CH2:50][CH2:49][CH2:48]1, predict the reaction product. The product is: [C:1]([C:5]1[N:10]=[CH:9][C:8]([C:11]2[N:12]([C:32]([N:34]3[CH2:35][CH2:36][CH:37]([CH2:40][C:41]([N:47]4[CH2:52][CH2:51][CH2:50][CH2:49][CH2:48]4)=[O:43])[CH2:38][CH2:39]3)=[O:33])[C@@:13]([C:25]3[CH:30]=[CH:29][C:28]([Cl:31])=[CH:27][CH:26]=3)([CH3:24])[C@@:14]([C:17]3[CH:22]=[CH:21][C:20]([Cl:23])=[CH:19][CH:18]=3)([CH3:16])[N:15]=2)=[C:7]([O:44][CH2:45][CH3:46])[CH:6]=1)([CH3:2])([CH3:4])[CH3:3]. (3) Given the reactants [Cl:1][C:2]1[CH:7]=[CH:6][C:5]([OH:8])=[CH:4][CH:3]=1.C(=O)([O-])[O-].[Cs+].[Cs+].Br[C:16]1[CH:17]=[CH:18][C:19]([O:29][C:30]([F:33])([F:32])[F:31])=[C:20]([CH:22]2[C:26](=[O:27])[CH2:25][CH2:24][C:23]2=[O:28])[CH:21]=1, predict the reaction product. The product is: [Cl:1][C:2]1[CH:7]=[CH:6][C:5]([O:8][C:16]2[CH:17]=[CH:18][C:19]([O:29][C:30]([F:31])([F:32])[F:33])=[C:20]([CH:22]3[C:26](=[O:27])[CH2:25][CH2:24][C:23]3=[O:28])[CH:21]=2)=[CH:4][CH:3]=1. (4) Given the reactants [CH3:1][O:2][C@@H:3]1[C@@H:29]([CH2:30][O:31][C:32](=[O:39])[C:33]2[CH:38]=[CH:37][CH:36]=[CH:35][CH:34]=2)[O:28][C@@H:6]([O:7][C:8]2[CH:13]=[C:12]([CH2:14][O:15]C(=O)C)[CH:11]=[CH:10][C:9]=2[CH2:19][C:20]2[CH:25]=[CH:24][C:23]([CH2:26][CH3:27])=[CH:22][CH:21]=2)[C@H:5]([O:40][C:41](=[O:48])[C:42]2[CH:47]=[CH:46][CH:45]=[CH:44][CH:43]=2)[C@H:4]1[O:49][C:50](=[O:57])[C:51]1[CH:56]=[CH:55][CH:54]=[CH:53][CH:52]=1.[OH-].[Na+].Cl.C(OCC)(=O)C, predict the reaction product. The product is: [CH3:1][O:2][C@@H:3]1[C@@H:29]([CH2:30][O:31][C:32](=[O:39])[C:33]2[CH:38]=[CH:37][CH:36]=[CH:35][CH:34]=2)[O:28][C@@H:6]([O:7][C:8]2[CH:13]=[C:12]([CH2:14][OH:15])[CH:11]=[CH:10][C:9]=2[CH2:19][C:20]2[CH:21]=[CH:22][C:23]([CH2:26][CH3:27])=[CH:24][CH:25]=2)[C@H:5]([O:40][C:41](=[O:48])[C:42]2[CH:43]=[CH:44][CH:45]=[CH:46][CH:47]=2)[C@H:4]1[O:49][C:50](=[O:57])[C:51]1[CH:56]=[CH:55][CH:54]=[CH:53][CH:52]=1. (5) Given the reactants [NH2:1][C:2]1[C:3]([C:7]2[N:8]([CH2:30][CH3:31])[C:9]3[C:14]([O:15][CH2:16][C@H:17]4[O:22][CH2:21][CH2:20][NH:19][CH2:18]4)=[CH:13][N:12]=[C:11]([C:23]#[C:24][C:25]([CH3:28])([OH:27])[CH3:26])[C:10]=3[N:29]=2)=[N:4][O:5][N:6]=1.C=O.[C:34](O)(=O)C.C(O[BH-](OC(=O)C)OC(=O)C)(=O)C.[Na+], predict the reaction product. The product is: [NH2:1][C:2]1[C:3]([C:7]2[N:8]([CH2:30][CH3:31])[C:9]3[C:14]([O:15][CH2:16][C@H:17]4[O:22][CH2:21][CH2:20][N:19]([CH3:34])[CH2:18]4)=[CH:13][N:12]=[C:11]([C:23]#[C:24][C:25]([CH3:26])([OH:27])[CH3:28])[C:10]=3[N:29]=2)=[N:4][O:5][N:6]=1. (6) Given the reactants C([O:3][C:4]([C:6]1[C:7]([CH:11]2[CH2:13][CH2:12]2)=[N:8][O:9][CH:10]=1)=[O:5])C.[OH-].[Na+].Cl, predict the reaction product. The product is: [CH:11]1([C:7]2[C:6]([C:4]([OH:5])=[O:3])=[CH:10][O:9][N:8]=2)[CH2:12][CH2:13]1. (7) Given the reactants CS(O[CH2:6][CH2:7][N:8]1[CH2:12][CH2:11][N:10]([CH2:13][CH2:14][CH2:15][N:16]2[CH2:21][CH2:20][CH2:19][CH2:18][CH2:17]2)[C:9]1=[C:22]([C:25]#[N:26])[C:23]#[N:24])(=O)=O.[CH2:27]1[C:36]2[C:31](=[CH:32][CH:33]=[CH:34][CH:35]=2)[CH2:30][CH2:29][NH:28]1.[I-].[K+].O, predict the reaction product. The product is: [CH2:27]1[C:36]2[C:31](=[CH:32][CH:33]=[CH:34][CH:35]=2)[CH2:30][CH2:29][N:28]1[CH2:6][CH2:7][N:8]1[CH2:12][CH2:11][N:10]([CH2:13][CH2:14][CH2:15][N:16]2[CH2:21][CH2:20][CH2:19][CH2:18][CH2:17]2)[C:9]1=[C:22]([C:25]#[N:26])[C:23]#[N:24].